From a dataset of Forward reaction prediction with 1.9M reactions from USPTO patents (1976-2016). Predict the product of the given reaction. (1) Given the reactants [C:1]([O:5][C:6]([N:8]([C:22]([O:24][C:25]([CH3:28])([CH3:27])[CH3:26])=[O:23])[C:9]1[N:14]=[CH:13][C:12](/[CH:15]=[CH:16]/[C:17]([O:19]CC)=[O:18])=[CH:11][CH:10]=1)=[O:7])([CH3:4])([CH3:3])[CH3:2].[Li+].[OH-], predict the reaction product. The product is: [C:1]([O:5][C:6]([N:8]([C:22]([O:24][C:25]([CH3:28])([CH3:27])[CH3:26])=[O:23])[C:9]1[N:14]=[CH:13][C:12](/[CH:15]=[CH:16]/[C:17]([OH:19])=[O:18])=[CH:11][CH:10]=1)=[O:7])([CH3:3])([CH3:4])[CH3:2]. (2) Given the reactants [CH3:1][O:2][C:3]1[CH:8]=[CH:7][C:6]([S:9][CH2:10][CH2:11][CH2:12][C:13]([OH:15])=O)=[CH:5][CH:4]=1.[CH3:16][O:17][C:18]1[CH:26]=[C:25]2[C:21]([CH:22]=[CH:23][NH:24]2)=[CH:20][CH:19]=1, predict the reaction product. The product is: [CH3:16][O:17][C:18]1[CH:26]=[C:25]2[C:21]([CH:22]=[CH:23][N:24]2[C:13](=[O:15])[CH2:12][CH2:11][CH2:10][S:9][C:6]2[CH:5]=[CH:4][C:3]([O:2][CH3:1])=[CH:8][CH:7]=2)=[CH:20][CH:19]=1. (3) Given the reactants [F:1][C:2]1[C:7]([CH:8]=[O:9])=[CH:6][CH:5]=[C:4]([F:10])[C:3]=1[CH:11]([O:15][CH2:16][CH3:17])[C:12]([OH:14])=O.[NH2:18][CH2:19][C:20]1[CH:27]=[CH:26][C:23]([C:24]#[N:25])=[CH:22][CH:21]=1, predict the reaction product. The product is: [C:19]([C:20]1[CH:27]=[CH:26][C:23]([CH2:24][NH:25][C:12](=[O:14])[CH:11]([C:3]2[C:4]([F:10])=[CH:5][CH:6]=[C:7]([CH:8]=[O:9])[C:2]=2[F:1])[O:15][CH2:16][CH3:17])=[CH:22][CH:21]=1)#[N:18]. (4) Given the reactants [Br:1][C:2]1[C:7]([CH3:8])=[CH:6][C:5]([OH:9])=[CH:4][C:3]=1[CH3:10].C([O-])([O-])=O.[K+].[K+].[C:17]([O:21][C:22]([N:24]1[CH2:29][CH2:28][CH:27]([CH2:30][CH2:31][CH2:32]OS(C)(=O)=O)[CH2:26][CH2:25]1)=[O:23])([CH3:20])([CH3:19])[CH3:18], predict the reaction product. The product is: [C:17]([O:21][C:22]([N:24]1[CH2:29][CH2:28][CH:27]([CH2:30][CH2:31][CH2:32][O:9][C:5]2[CH:6]=[C:7]([CH3:8])[C:2]([Br:1])=[C:3]([CH3:10])[CH:4]=2)[CH2:26][CH2:25]1)=[O:23])([CH3:20])([CH3:19])[CH3:18]. (5) Given the reactants [NH2:1][C:2]1[N:7]=[CH:6][N:5]=[C:4]2[N:8]([C@@H:30]3[CH2:34][CH2:33][N:32](C(OC(C)(C)C)=O)[CH2:31]3)[N:9]=[C:10]([C:11]3[CH:16]=[CH:15][C:14]([C:17](=[O:29])[NH:18][C:19]4[CH:24]=[C:23]([C:25]([F:28])([F:27])[F:26])[CH:22]=[CH:21][N:20]=4)=[CH:13][CH:12]=3)[C:3]=12.[ClH:42], predict the reaction product. The product is: [ClH:42].[NH2:1][C:2]1[N:7]=[CH:6][N:5]=[C:4]2[N:8]([C@@H:30]3[CH2:34][CH2:33][NH:32][CH2:31]3)[N:9]=[C:10]([C:11]3[CH:12]=[CH:13][C:14]([C:17]([NH:18][C:19]4[CH:24]=[C:23]([C:25]([F:27])([F:26])[F:28])[CH:22]=[CH:21][N:20]=4)=[O:29])=[CH:15][CH:16]=3)[C:3]=12. (6) Given the reactants C[O:2][C:3](=[O:24])[C:4]1[CH:9]=[CH:8][C:7]([CH2:10][N:11]2[C:15]3=[N:16][C:17]([CH3:21])=[CH:18][C:19]([CH3:20])=[C:14]3[N:13]=[C:12]2[CH2:22][CH3:23])=[CH:6][CH:5]=1.[Li+].[OH-], predict the reaction product. The product is: [CH2:22]([C:12]1[N:11]([CH2:10][C:7]2[CH:6]=[CH:5][C:4]([C:3]([OH:24])=[O:2])=[CH:9][CH:8]=2)[C:15]2=[N:16][C:17]([CH3:21])=[CH:18][C:19]([CH3:20])=[C:14]2[N:13]=1)[CH3:23]. (7) The product is: [CH2:12]1[O:20][C:19]2[CH:18]=[CH:17][C:16]([NH:21][C:22]([NH:7][CH2:6][C:5]3[CH:8]=[CH:9][C:10]4[O:11][CH2:1][O:2][C:3]=4[CH:4]=3)=[O:23])=[CH:15][C:14]=2[O:13]1. Given the reactants [CH2:1]1[O:11][C:10]2[CH:9]=[CH:8][C:5]([CH2:6][NH2:7])=[CH:4][C:3]=2[O:2]1.[CH2:12]1[O:20][C:19]2[CH:18]=[CH:17][C:16]([N:21]=[C:22]=[O:23])=[CH:15][C:14]=2[O:13]1, predict the reaction product. (8) Given the reactants [S:1]1[C:5]2[CH:6]=[CH:7][CH:8]=[CH:9][C:4]=2[N:3]=[C:2]1[C:10]1[C:11](=[O:26])[O:12][C:13]2[C:18]([CH:19]=1)=[CH:17][CH:16]=[C:15]([N:20]1[CH2:25][CH2:24][NH:23][CH2:22][CH2:21]1)[CH:14]=2.C(=O)([O-])[O-].[Cs+].[Cs+].I[CH2:34][CH2:35][OH:36], predict the reaction product. The product is: [S:1]1[C:5]2[CH:6]=[CH:7][CH:8]=[CH:9][C:4]=2[N:3]=[C:2]1[C:10]1[C:11](=[O:26])[O:12][C:13]2[C:18]([CH:19]=1)=[CH:17][CH:16]=[C:15]([N:20]1[CH2:25][CH2:24][N:23]([CH2:34][CH2:35][OH:36])[CH2:22][CH2:21]1)[CH:14]=2. (9) Given the reactants C(OC(=O)[NH:7][CH:8]([CH:34]1[CH2:39][CH2:38][CH2:37][CH2:36][CH2:35]1)[C:9]([N:11]1[CH2:15][CH2:14][CH:13]2[N:16]([S:30]([CH3:33])(=[O:32])=[O:31])[CH2:17][CH:18]([C:19](=[O:29])[NH:20][CH:21]([C:23]3[CH:28]=[CH:27][CH:26]=[CH:25][CH:24]=3)[CH3:22])[CH:12]12)=[O:10])(C)(C)C.C(O)(C(F)(F)F)=O, predict the reaction product. The product is: [C:23]1([CH:21]([NH:20][C:19]([CH:18]2[CH2:17][N:16]([S:30]([CH3:33])(=[O:32])=[O:31])[CH:13]3[CH2:14][CH2:15][N:11]([C:9](=[O:10])[CH:8]([NH2:7])[CH:34]4[CH2:35][CH2:36][CH2:37][CH2:38][CH2:39]4)[CH:12]23)=[O:29])[CH3:22])[CH:28]=[CH:27][CH:26]=[CH:25][CH:24]=1.